This data is from Catalyst prediction with 721,799 reactions and 888 catalyst types from USPTO. The task is: Predict which catalyst facilitates the given reaction. (1) Reactant: [F:1][C:2]1[C:3]([CH2:16][CH2:17][C:18]2[S:19][CH:20]=[C:21]([CH:23]([CH3:25])[CH3:24])[N:22]=2)=[CH:4][C:5]([NH:8]C(=O)OC(C)(C)C)=[N:6][CH:7]=1.FC(F)(F)C(O)=O. Product: [F:1][C:2]1[C:3]([CH2:16][CH2:17][C:18]2[S:19][CH:20]=[C:21]([CH:23]([CH3:25])[CH3:24])[N:22]=2)=[CH:4][C:5]([NH2:8])=[N:6][CH:7]=1. The catalyst class is: 2. (2) Reactant: [F:1][C:2]1[CH:3]=[C:4]([N:8]2[C:16]3[C:11](=[CH:12][CH:13]=[CH:14][CH:15]=3)[C:10]([CH3:17])=[C:9]2[C:18](=O)[CH3:19])[CH:5]=[CH:6][CH:7]=1.C([O-])(=O)C.[NH4+].C([BH3-])#[N:27].[Na+]. Product: [F:1][C:2]1[CH:3]=[C:4]([N:8]2[C:16]3[C:11](=[CH:12][CH:13]=[CH:14][CH:15]=3)[C:10]([CH3:17])=[C:9]2[CH:18]([NH2:27])[CH3:19])[CH:5]=[CH:6][CH:7]=1. The catalyst class is: 449. (3) Reactant: [O:1]1[C:5]2[CH:6]=[CH:7][C:8]([O:10][CH2:11][CH2:12][CH2:13][C:14]([OH:16])=O)=[CH:9][C:4]=2[O:3][CH2:2]1.C1C=CC2N(O)N=NC=2C=1.CCN=C=NCCCN(C)C.C(N(C(C)C)CC)(C)C.[CH:47]1([NH:53][CH3:54])[CH2:52][CH2:51][CH2:50][CH2:49][CH2:48]1. Product: [O:1]1[C:5]2[CH:6]=[CH:7][C:8]([O:10][CH2:11][CH2:12][CH2:13][C:14]([N:53]([CH:47]3[CH2:52][CH2:51][CH2:50][CH2:49][CH2:48]3)[CH3:54])=[O:16])=[CH:9][C:4]=2[O:3][CH2:2]1. The catalyst class is: 1.